Dataset: Full USPTO retrosynthesis dataset with 1.9M reactions from patents (1976-2016). Task: Predict the reactants needed to synthesize the given product. (1) Given the product [CH2:31]([C:16]1[C:15]2[C:19](=[CH:20][CH:21]=[CH:22][C:14]=2[NH:13][C:11]([C:8]2[N:5]3[CH:6]=[CH:7][C:2]([C:42]4[CH:43]=[N:38][CH:39]=[N:40][CH:41]=4)=[CH:3][C:4]3=[N:10][CH:9]=2)=[O:12])[N:18]([CH2:23][C:24]2[CH:29]=[CH:28][CH:27]=[C:26]([CH3:30])[N:25]=2)[N:17]=1)[CH3:32], predict the reactants needed to synthesize it. The reactants are: Br[C:2]1[CH:7]=[CH:6][N:5]2[C:8]([C:11]([NH:13][C:14]3[CH:22]=[CH:21][CH:20]=[C:19]4[C:15]=3[C:16]([CH2:31][CH3:32])=[N:17][N:18]4[CH2:23][C:24]3[CH:29]=[CH:28][CH:27]=[C:26]([CH3:30])[N:25]=3)=[O:12])=[CH:9][N:10]=[C:4]2[CH:3]=1.CN(C)C=O.[N:38]1[CH:43]=[C:42](B(O)O)[CH:41]=[N:40][CH:39]=1.C(=O)([O-])[O-].[Na+].[Na+]. (2) Given the product [CH:1]1([N:5]2[CH2:11][CH2:10][C:9]3[CH:12]=[CH:13][C:14]([CH2:16][C:17]4[CH:18]=[CH:19][C:20]([C:25]([OH:27])=[O:26])=[N:21][CH:22]=4)=[CH:15][C:8]=3[CH2:7][CH2:6]2)[CH2:2][CH2:3][CH2:4]1, predict the reactants needed to synthesize it. The reactants are: [CH:1]1([N:5]2[CH2:11][CH2:10][C:9]3[CH:12]=[CH:13][C:14]([CH2:16][C:17]4[CH:18]=[CH:19][C:20](C#N)=[N:21][CH:22]=4)=[CH:15][C:8]=3[CH2:7][CH2:6]2)[CH2:4][CH2:3][CH2:2]1.[CH:25]([OH:27])=[O:26].